This data is from Reaction yield outcomes from USPTO patents with 853,638 reactions. The task is: Predict the reaction yield, written as a fraction of the theoretical maximum amount of product (1.0 means a 100% yield; for example, 0.34 means a 34% yield). (1) The reactants are Cl[C:2]1[CH:3]=[CH:4][C:5]2[N:6]([C:8]([C:11]([F:14])([F:13])[F:12])=[N:9][N:10]=2)[N:7]=1.[F:15][C:16]1[CH:21]=[CH:20][C:19]([C:22]2([OH:28])[CH2:27][CH2:26][NH:25][CH2:24][CH2:23]2)=[CH:18][CH:17]=1.CCN(C(C)C)C(C)C. The catalyst is CN(C=O)C. The product is [F:15][C:16]1[CH:21]=[CH:20][C:19]([C:22]2([OH:28])[CH2:23][CH2:24][N:25]([C:2]3[CH:3]=[CH:4][C:5]4[N:6]([C:8]([C:11]([F:14])([F:13])[F:12])=[N:9][N:10]=4)[N:7]=3)[CH2:26][CH2:27]2)=[CH:18][CH:17]=1. The yield is 0.740. (2) The reactants are [OH-].[K+].[NH2:3][C:4]1[N+:9]([O-:10])=[C:8]([NH:11][CH2:12][CH2:13][CH2:14][CH2:15][CH2:16][CH3:17])[CH:7]=[C:6](Cl)[N:5]=1.[H][H]. The catalyst is C(O)C.[Pd]. The product is [NH2:3][C:4]1[N+:9]([O-:10])=[C:8]([NH:11][CH2:12][CH2:13][CH2:14][CH2:15][CH2:16][CH3:17])[CH:7]=[CH:6][N:5]=1. The yield is 0.530. (3) The reactants are COC([C:5]1[C:6]2[N:7]([CH:11]=[C:12]([C:14]3[CH:19]=[CH:18][C:17]([F:20])=[CH:16][C:15]=3[F:21])[N:13]=2)[CH:8]=[CH:9][N:10]=1)=O.CO.Cl.C([O-])(O)=O.[Na+]. The catalyst is C(Cl)Cl. The product is [F:21][C:15]1[CH:16]=[C:17]([F:20])[CH:18]=[CH:19][C:14]=1[C:12]1[N:13]=[C:6]2[CH:5]=[N:10][CH:9]=[CH:8][N:7]2[CH:11]=1. The yield is 0.700. (4) The reactants are [NH2:1][CH2:2][CH2:3][CH2:4][CH2:5][CH2:6][C:7]([OH:9])=[O:8].[OH-].[Na+].[CH3:12][C:13]([O:16][C:17](O[C:17]([O:16][C:13]([CH3:15])([CH3:14])[CH3:12])=[O:18])=[O:18])([CH3:15])[CH3:14].Cl. The catalyst is O1CCOCC1.O. The product is [C:13]([O:16][C:17]([NH:1][CH2:2][CH2:3][CH2:4][CH2:5][CH2:6][C:7]([OH:9])=[O:8])=[O:18])([CH3:15])([CH3:14])[CH3:12]. The yield is 0.890. (5) The reactants are [O:1]1[C:5]2[CH:6]=[CH:7][C:8]([CH:10]=[O:11])=[CH:9][C:4]=2[CH:3]=[CH:2]1.[CH2:12](O)[CH2:13][OH:14].C(OC)(OC)OC.[Br-].[Br-].[Br-].C([N+](CCCC)(CCCC)CCCC)CCC.C([N+](CCCC)(CCCC)CCCC)CCC.C([N+](CCCC)(CCCC)CCCC)CCC.C([O-])(O)=O.[Na+]. No catalyst specified. The product is [O:11]1[CH2:12][CH2:13][O:14][CH:10]1[C:8]1[CH:7]=[CH:6][C:5]2[O:1][CH:2]=[CH:3][C:4]=2[CH:9]=1. The yield is 0.360.